This data is from Peptide-MHC class II binding affinity with 134,281 pairs from IEDB. The task is: Regression. Given a peptide amino acid sequence and an MHC pseudo amino acid sequence, predict their binding affinity value. This is MHC class II binding data. (1) The peptide sequence is LVAEILRIISGGRLI. The MHC is HLA-DQA10101-DQB10501 with pseudo-sequence HLA-DQA10101-DQB10501. The binding affinity (normalized) is 0.363. (2) The peptide sequence is PRTKYTATISGLKPG. The MHC is DRB4_0101 with pseudo-sequence DRB4_0103. The binding affinity (normalized) is 0.0692.